This data is from Full USPTO retrosynthesis dataset with 1.9M reactions from patents (1976-2016). The task is: Predict the reactants needed to synthesize the given product. (1) Given the product [CH3:26][N:24]1[CH:25]=[C:20]([B:10]2[O:11][C:12]([CH3:17])([CH3:18])[C:13]([CH3:15])([CH3:16])[O:14]2)[CH:21]=[C:22]([NH:28][C:29]2[CH:34]=[CH:33][N:32]=[C:31]([CH3:35])[N:30]=2)[C:23]1=[O:27], predict the reactants needed to synthesize it. The reactants are: [B:10]1([B:10]2[O:14][C:13]([CH3:16])([CH3:15])[C:12]([CH3:18])([CH3:17])[O:11]2)[O:14][C:13]([CH3:16])([CH3:15])[C:12]([CH3:18])([CH3:17])[O:11]1.Br[C:20]1[CH:21]=[C:22]([NH:28][C:29]2[CH:34]=[CH:33][N:32]=[C:31]([CH3:35])[N:30]=2)[C:23](=[O:27])[N:24]([CH3:26])[CH:25]=1.CC(C1C=C(C(C)C)C(C2C=CC=CC=2P(C2CCCCC2)C2CCCCC2)=C(C(C)C)C=1)C.C([O-])(=O)C.[K+]. (2) Given the product [Cl:23][C:5]1[C:4]2[C:9](=[CH:10][C:11]([O:13][CH3:14])=[CH:12][C:3]=2[O:2][CH3:1])[N:8]=[CH:7][CH:6]=1, predict the reactants needed to synthesize it. The reactants are: [CH3:1][O:2][C:3]1[CH:12]=[C:11]([O:13][CH3:14])[CH:10]=[C:9]2[C:4]=1[C:5](=O)[CH:6]=[CH:7][NH:8]2.C([O-])(O)=O.[Na+].O=P(Cl)(Cl)[Cl:23]. (3) Given the product [Br:1][C:2]1[C:3]([OH:12])=[C:4]([C:8]([O:10][CH3:11])=[O:9])[S:5][C:6]=1[C:20]1[N:24]([CH3:25])[N:23]=[CH:22][CH:21]=1, predict the reactants needed to synthesize it. The reactants are: [Br:1][C:2]1[C:3]([OH:12])=[C:4]([C:8]([O:10][CH3:11])=[O:9])[S:5][C:6]=1Br.CC1(C)COB([C:20]2[N:24]([CH3:25])[N:23]=[CH:22][CH:21]=2)OC1.C([O-])([O-])=O.[K+].[K+].